Task: Predict the reactants needed to synthesize the given product.. Dataset: Full USPTO retrosynthesis dataset with 1.9M reactions from patents (1976-2016) (1) Given the product [CH2:18]([C:15]1[CH:16]=[CH:17][C:12]([NH:11][C:10]2[CH:28]=[CH:29][CH:30]=[CH:31][C:9]=2[B:49]2[O:53][C:52]([CH3:55])([CH3:54])[C:51]([CH3:57])([CH3:56])[O:50]2)=[CH:13][CH:14]=1)[CH2:19][CH2:20][CH2:21][CH2:22][CH2:23][CH2:24][CH2:25][CH2:26][CH3:27], predict the reactants needed to synthesize it. The reactants are: CCN(CC)CC.Br[C:9]1[CH:31]=[CH:30][CH:29]=[CH:28][C:10]=1[NH:11][C:12]1[CH:17]=[CH:16][C:15]([CH2:18][CH2:19][CH2:20][CH2:21][CH2:22][CH2:23][CH2:24][CH2:25][CH2:26][CH3:27])=[CH:14][CH:13]=1.N#N.C(C1(CC)C2C=C([B:49]3[O:53][C:52]([CH3:55])([CH3:54])[C:51]([CH3:57])([CH3:56])[O:50]3)C=CC=2C2C1=CC([B:49]1[O:53][C:52]([CH3:55])([CH3:54])[C:51]([CH3:57])([CH3:56])[O:50]1)=CC=2)C. (2) Given the product [NH2:21][CH2:22][C:23]([N:28]1[CH2:116][CH2:114][CH:119]([N:1]2[C:2]3[N:88]=[C:89]([NH:90][CH2:91][CH3:86])[N:92]=[CH:93][C:3]=3[CH:63]=[C:51]([C:39]3[CH:40]=[CH:41][C:42]([C:44]4[CH:49]=[N:48][CH:47]=[C:46]([CH3:50])[N:45]=4)=[CH:43][C:38]=3[Cl:37])[C:6]2=[O:8])[CH2:120]1)=[O:125], predict the reactants needed to synthesize it. The reactants are: [NH:1]([C:6]([O:8]C(C)(C)C)=O)[CH2:2][C:3](O)=O.CN(C(O[N:21]1N=[N:28][C:23]2C=CC=N[C:22]1=2)=[N+](C)C)C.F[P-](F)(F)(F)(F)F.[Cl:37][C:38]1[CH:43]=[C:42]([C:44]2[CH:49]=[N:48][CH:47]=[C:46]([CH3:50])[N:45]=2)[CH:41]=[CH:40][C:39]=1[C:51]1[C:63](OC2CCNC2)=NC2N=C(NCC)N=CC=2C=1.ClC1C=C(C2C=NC=C(C)N=2)C=CC=1C1C(=O)N(C2CCNC2)C2[N:88]=[C:89]([NH:92][CH2:93]C)[N:90]=[CH:91][C:86]=2C=1.CCN(C(C)C)C(C)C.C(O)(=O)C[C:114]([CH2:119][C:120](O)=O)([C:116](O)=O)O.[O:125]1CCOCC1.